Dataset: Reaction yield outcomes from USPTO patents with 853,638 reactions. Task: Predict the reaction yield, written as a fraction of the theoretical maximum amount of product (1.0 means a 100% yield; for example, 0.34 means a 34% yield). (1) The reactants are Br[CH2:2][C:3]([C:5]1[CH:10]=[CH:9][C:8]([Br:11])=[CH:7][CH:6]=1)=[O:4].[S-:12][C:13]#[N:14].[K+].O. The catalyst is C(O)C. The product is [Br:11][C:8]1[CH:9]=[CH:10][C:5]([C:3](=[O:4])[CH2:2][S:12][C:13]#[N:14])=[CH:6][CH:7]=1. The yield is 0.980. (2) The reactants are [O:1]=[C:2]1[NH:6][C@@H:5]([C:7]([OH:9])=[O:8])[CH2:4][S:3]1.[CH3:10][C:11]([NH:13][C:14]1[CH:15]=[CH:16][C:17](O)=[CH:18][CH:19]=1)=[O:12].CN(C(ON1N=NC2C=CC=CC1=2)=[N+](C)C)C.[B-](F)(F)(F)F.CCN(C(C)C)C(C)C. The catalyst is ClCCl.ClCCl.CO. The product is [O:1]=[C:2]1[NH:6][C@@H:5]([C:7]([O:9][C:17]2[CH:16]=[CH:15][C:14]([NH:13][C:11](=[O:12])[CH3:10])=[CH:19][CH:18]=2)=[O:8])[CH2:4][S:3]1. The yield is 0.0660.